This data is from Catalyst prediction with 721,799 reactions and 888 catalyst types from USPTO. The task is: Predict which catalyst facilitates the given reaction. (1) Reactant: [F:1][C:2]([F:28])([F:27])[C@H:3]1[CH2:8][CH2:7][C@H:6]([C:9]([N:11]2[CH2:15][CH2:14][CH2:13][C@@H:12]2[CH2:16][O:17][C:18]2[C:19]([C:24](O)=[O:25])=[N:20][CH:21]=[CH:22][CH:23]=2)=[O:10])[CH2:5][CH2:4]1.C(Cl)(=O)C(Cl)=O.C(N(CC)CC)C.[N:42]1[N:43]=[C:44]([NH2:47])[NH:45][CH:46]=1. Product: [N:42]1[N:43]=[C:44]([NH:47][C:24](=[O:25])[C:19]2[C:18]([O:17][CH2:16][C@H:12]3[CH2:13][CH2:14][CH2:15][N:11]3[C:9]([C@H:6]3[CH2:5][CH2:4][C@H:3]([C:2]([F:27])([F:1])[F:28])[CH2:8][CH2:7]3)=[O:10])=[CH:23][CH:22]=[CH:21][N:20]=2)[NH:45][CH:46]=1. The catalyst class is: 120. (2) Reactant: [OH:1][C:2]1[CH:7]=[CH:6][CH:5]=[CH:4][C:3]=1[C:8]1[O:9][C:10]2[CH:18]=[CH:17][CH:16]=[CH:15][C:11]=2[C:12](=O)[N:13]=1.[NH:19]([C:21]1[CH:29]=[CH:28][C:24]([C:25]([OH:27])=[O:26])=[CH:23][CH:22]=1)[NH2:20]. Product: [CH:16]1[CH:17]=[CH:18][C:10]([OH:9])=[C:11]([C:12]2[N:13]=[C:8]([C:3]3[CH:4]=[CH:5][CH:6]=[CH:7][C:2]=3[OH:1])[N:19]([C:21]3[CH:29]=[CH:28][C:24]([C:25]([OH:27])=[O:26])=[CH:23][CH:22]=3)[N:20]=2)[CH:15]=1. The catalyst class is: 5. (3) Reactant: [CH3:1][O:2][C:3]1[CH:8]=[CH:7][C:6]([C:9]2[C:17]3[C:12](=[CH:13][CH:14]=[C:15]([C:18]#[N:19])[CH:16]=3)[NH:11][N:10]=2)=[CH:5][CH:4]=1.[OH:20]O.[OH-].[Na+].Cl. Product: [CH3:1][O:2][C:3]1[CH:4]=[CH:5][C:6]([C:9]2[C:17]3[C:12](=[CH:13][CH:14]=[C:15]([C:18]([NH2:19])=[O:20])[CH:16]=3)[NH:11][N:10]=2)=[CH:7][CH:8]=1. The catalyst class is: 8. (4) Reactant: Cl([O-])=O.[Na+].P([O-])(O)(O)=[O:6].[Na+].[C:11]([O:15][C:16]([N:18]1[CH:24]([C:25]([F:28])([F:27])[F:26])[CH2:23][CH2:22][N:21]([C:29]2[CH:34]=[CH:33][CH:32]=[CH:31][C:30]=2[CH:35]=[O:36])[CH2:20][CH2:19]1)=[O:17])([CH3:14])([CH3:13])[CH3:12]. Product: [C:11]([O:15][C:16]([N:18]1[CH:24]([C:25]([F:28])([F:27])[F:26])[CH2:23][CH2:22][N:21]([C:29]2[CH:34]=[CH:33][CH:32]=[CH:31][C:30]=2[C:35]([OH:6])=[O:36])[CH2:20][CH2:19]1)=[O:17])([CH3:14])([CH3:12])[CH3:13]. The catalyst class is: 127. (5) Reactant: O=[C:2]1[CH2:6][CH2:5][N:4]([C:7]([O:9][CH2:10][C:11]2[CH:16]=[CH:15][CH:14]=[CH:13][CH:12]=2)=[O:8])[CH2:3]1.[NH:17]([C:19]([O:21][C:22]([CH3:25])([CH3:24])[CH3:23])=[O:20])[NH2:18].C([BH3-])#N.[Na+].C1(C)C=CC(S(O)(=O)=O)=CC=1. Product: [C:22]([O:21][C:19]([NH:17][NH:18][CH:2]1[CH2:6][CH2:5][N:4]([C:7]([O:9][CH2:10][C:11]2[CH:16]=[CH:15][CH:14]=[CH:13][CH:12]=2)=[O:8])[CH2:3]1)=[O:20])([CH3:25])([CH3:24])[CH3:23]. The catalyst class is: 7. (6) Reactant: C[C:2]([C:9]1[C:10]([C:22]2[O:23][CH:24]=[CH:25][CH:26]=2)=[C:11]2[C:18]3[CH2:19][CH2:20][CH2:21][C:17]=3[S:16][C:12]2=[N:13][C:14]=1[CH3:15])([CH2:6][CH2:7][CH3:8])[C:3]([O-:5])=[O:4].[OH-].[Na+].Cl. Product: [CH3:15][C:14]1[N:13]=[C:12]2[S:16][C:17]3[CH2:21][CH2:20][CH2:19][C:18]=3[C:11]2=[C:10]([C:22]2[O:23][CH:24]=[CH:25][CH:26]=2)[C:9]=1[CH:2]([CH2:6][CH2:7][CH3:8])[C:3]([OH:5])=[O:4]. The catalyst class is: 5. (7) Reactant: [F:1][C:2]1[CH:7]=[CH:6][C:5]([C:8]2[O:9][C:10]3[CH:20]=[C:19]([N:21]([CH3:26])[S:22]([CH3:25])(=[O:24])=[O:23])[C:18](B4OC(C)(C)C(C)(C)O4)=[CH:17][C:11]=3[C:12]=2[C:13]([NH:15][CH3:16])=[O:14])=[CH:4][CH:3]=1.[F:36][C:37]1[CH:38]=[C:39]([C:43]2[NH:44][C:45](=[O:53])[C:46]3[CH:52]=[CH:51][CH:50]=[N:49][C:47]=3[N:48]=2)[CH:40]=[CH:41][CH:42]=1.CC(C1C=C(C(C)C)C(C2C=CC=CC=2P(C2CCCCC2)C2CCCCC2)=C(C(C)C)C=1)C. Product: [F:1][C:2]1[CH:7]=[CH:6][C:5]([C:8]2[O:9][C:10]3[CH:20]=[C:19]([N:21]([CH3:26])[S:22]([CH3:25])(=[O:24])=[O:23])[C:18]([C:51]4[CH:50]=[N:49][C:47]5[N:48]=[C:43]([C:39]6[CH:40]=[CH:41][CH:42]=[C:37]([F:36])[CH:38]=6)[NH:44][C:45](=[O:53])[C:46]=5[CH:52]=4)=[CH:17][C:11]=3[C:12]=2[C:13]([NH:15][CH3:16])=[O:14])=[CH:4][CH:3]=1. The catalyst class is: 333.